Dataset: Reaction yield outcomes from USPTO patents with 853,638 reactions. Task: Predict the reaction yield, written as a fraction of the theoretical maximum amount of product (1.0 means a 100% yield; for example, 0.34 means a 34% yield). (1) The reactants are [O:1]1[CH2:6][CH2:5][NH:4][C:3]2[CH:7]=[N:8][CH:9]=[CH:10][C:2]1=2.[Cl:11][C:12]1[CH:13]=[C:14]([CH:18]=[CH:19][C:20]=1[O:21][CH3:22])[C:15](Cl)=[O:16].C(N(CC)CC)C.Cl. The catalyst is ClCCl. The product is [Cl:11][C:12]1[CH:13]=[C:14]([C:15]([N:4]2[CH2:5][CH2:6][O:1][C:2]3[CH:10]=[CH:9][N:8]=[CH:7][C:3]2=3)=[O:16])[CH:18]=[CH:19][C:20]=1[O:21][CH3:22]. The yield is 0.710. (2) The reactants are [ClH:1].Cl.[CH2:3]([N:10]1[CH2:15][CH2:14][N:13]([CH2:16][C:17]([C:19]2[CH:24]=[CH:23][C:22]([N+:25]([O-])=O)=[CH:21][CH:20]=2)=[O:18])[CH2:12][CH2:11]1)[C:4]1[CH:9]=[CH:8][CH:7]=[CH:6][CH:5]=1. The catalyst is [Fe]. The product is [ClH:1].[ClH:1].[ClH:1].[CH2:3]([N:10]1[CH2:11][CH2:12][N:13]([CH2:16][C:17]([C:19]2[CH:20]=[CH:21][C:22]([NH2:25])=[CH:23][CH:24]=2)=[O:18])[CH2:14][CH2:15]1)[C:4]1[CH:5]=[CH:6][CH:7]=[CH:8][CH:9]=1. The yield is 0.600.